Dataset: Full USPTO retrosynthesis dataset with 1.9M reactions from patents (1976-2016). Task: Predict the reactants needed to synthesize the given product. (1) Given the product [C:16]([O:19][CH2:20][C:21]1[C:22]([N:8]2[CH2:7][CH2:6][N:5]3[C:10](=[CH:11][C:12]4[CH2:13][C:2]([CH3:15])([CH3:1])[CH2:3][C:4]=43)[C:9]2=[O:14])=[CH:23][C:24]([F:28])=[CH:25][C:26]=1[Br:27])(=[O:18])[CH3:17], predict the reactants needed to synthesize it. The reactants are: [CH3:1][C:2]1([CH3:15])[CH2:13][C:12]2[CH:11]=[C:10]3[N:5]([CH2:6][CH2:7][NH:8][C:9]3=[O:14])[C:4]=2[CH2:3]1.[C:16]([O:19][CH2:20][C:21]1[C:26]([Br:27])=[CH:25][C:24]([F:28])=[CH:23][C:22]=1Br)(=[O:18])[CH3:17].C(=O)([O-])[O-].[Cs+].[Cs+].CC1(C)C2C(=C(P(C3C=CC=CC=3)C3C=CC=CC=3)C=CC=2)OC2C(P(C3C=CC=CC=3)C3C=CC=CC=3)=CC=CC1=2. (2) Given the product [Br:38][C:39]1[CH:51]=[N:50][C:49]2[C:48]3[C:47]([F:52])=[CH:46][CH:45]=[C:44]([S:53]([CH3:56])(=[O:54])=[O:55])[C:43]=3[N:42]([C@@H:14]([CH:21]3[CH2:26][CH2:25][O:24][CH2:23][CH2:22]3)[C:15]3[CH:20]=[CH:19][CH:18]=[CH:17][CH:16]=3)[C:41]=2[CH:40]=1, predict the reactants needed to synthesize it. The reactants are: CS(C1C=CC2C3N=CC(C4N(C)N=NC=4C)=CC=3N([C@@H:14]([CH:21]3[CH2:26][CH2:25][O:24][CH2:23][CH2:22]3)[C:15]3[CH:20]=[CH:19][CH:18]=[CH:17][CH:16]=3)C=2C=1)(=O)=O.[Br:38][C:39]1[CH:51]=[N:50][C:49]2[C:48]3[C:47]([F:52])=[CH:46][CH:45]=[C:44]([S:53]([CH3:56])(=[O:55])=[O:54])[C:43]=3[NH:42][C:41]=2[CH:40]=1.